From a dataset of Full USPTO retrosynthesis dataset with 1.9M reactions from patents (1976-2016). Predict the reactants needed to synthesize the given product. (1) Given the product [CH2:12]([O:14][C:15](=[O:23])[CH:16]([NH:1][CH2:2][CH2:3][CH2:4][Si:5]([O:10][CH3:11])([O:6][CH3:7])[O:8][CH3:9])[CH2:17][C:18]([O:20][CH2:21][CH3:22])=[O:19])[CH3:13], predict the reactants needed to synthesize it. The reactants are: [NH2:1][CH2:2][CH2:3][CH2:4][Si:5]([O:10][CH3:11])([O:8][CH3:9])[O:6][CH3:7].[CH2:12]([O:14][C:15](=[O:23])/[CH:16]=[CH:17]\[C:18]([O:20][CH2:21][CH3:22])=[O:19])[CH3:13]. (2) Given the product [Br:1][C:2]1[CH:7]=[CH:6][C:5]([S:8]([NH:15][CH3:14])(=[O:10])=[O:9])=[CH:4][C:3]=1[CH3:12], predict the reactants needed to synthesize it. The reactants are: [Br:1][C:2]1[CH:7]=[CH:6][C:5]([S:8](Cl)(=[O:10])=[O:9])=[CH:4][C:3]=1[CH3:12].C[CH2:14][N:15](C(C)C)C(C)C.CN. (3) Given the product [NH2:2][C:16]1([C:22]#[N:21])[CH2:17][CH2:18][N:13]([C:11]([O:10][CH2:3][C:4]2[CH:9]=[CH:8][CH:7]=[CH:6][CH:5]=2)=[O:12])[CH2:14][CH2:15]1, predict the reactants needed to synthesize it. The reactants are: [OH-].[NH4+:2].[CH2:3]([O:10][C:11]([N:13]1[CH2:18][CH2:17][C:16](=O)[CH2:15][CH2:14]1)=[O:12])[C:4]1[CH:9]=[CH:8][CH:7]=[CH:6][CH:5]=1.[Cl-].[NH4+:21].[C-:22]#N.[Na+].Cl. (4) Given the product [F:29][C:30]1[CH:38]=[CH:37][C:33]([CH:34]([NH:36][C:2]2[N:7]=[C:6]([O:8][C:9]3[C:14]4[N:15]=[C:16]([NH2:18])[S:17][C:13]=4[CH:12]=[CH:11][CH:10]=3)[CH:5]=[C:4]([C:19]3[CH:20]=[CH:21][C:22]([C:25]([F:27])([F:28])[F:26])=[CH:23][CH:24]=3)[N:3]=2)[CH3:35])=[CH:32][CH:31]=1, predict the reactants needed to synthesize it. The reactants are: Cl[C:2]1[N:7]=[C:6]([O:8][C:9]2[C:14]3[N:15]=[C:16]([NH2:18])[S:17][C:13]=3[CH:12]=[CH:11][CH:10]=2)[CH:5]=[C:4]([C:19]2[CH:24]=[CH:23][C:22]([C:25]([F:28])([F:27])[F:26])=[CH:21][CH:20]=2)[N:3]=1.[F:29][C:30]1[CH:38]=[CH:37][C:33]([CH:34]([NH2:36])[CH3:35])=[CH:32][CH:31]=1. (5) Given the product [NH2:1][C:2]1[N:6]([C@H:7]2[O:13][C@@H:12]([CH2:14][OH:15])[C@H:10]([OH:11])[C@@H:8]2[OH:9])[N:5]=[CH:4][C:3]=1[C:16]([NH2:17])=[O:22], predict the reactants needed to synthesize it. The reactants are: [NH2:1][C:2]1[N:6]([C@H:7]2[O:13][C@@H:12]([CH2:14][OH:15])[C@H:10]([OH:11])[C@@H:8]2[OH:9])[N:5]=[CH:4][C:3]=1[C:16]#[N:17].OO.C([OH:22])C. (6) Given the product [C:18]([C@@H:17]([NH:16][C:13]([C:5]1[CH:4]=[CH:3][C:2]([Br:1])=[C:7]([O:8][CH2:9][CH:10]2[CH2:11][CH2:12]2)[N:6]=1)=[O:15])[CH2:21][CH:22]1[CH2:24][CH2:23]1)(=[O:19])[NH2:20], predict the reactants needed to synthesize it. The reactants are: [Br:1][C:2]1[CH:3]=[CH:4][C:5]([C:13]([OH:15])=O)=[N:6][C:7]=1[O:8][CH2:9][CH:10]1[CH2:12][CH2:11]1.[NH2:16][C@@H:17]([CH2:21][CH:22]1[CH2:24][CH2:23]1)[C:18]([NH2:20])=[O:19]. (7) The reactants are: [Cl:1][C:2]1[N:7]=[C:6]([C:8]([OH:10])=[O:9])[CH:5]=[C:4]([C:11]2[N:12]([CH3:16])[N:13]=[CH:14][CH:15]=2)[N:3]=1.Cl.[CH2:18](O)[CH3:19]. Given the product [Cl:1][C:2]1[N:7]=[C:6]([C:8]([O:10][CH2:18][CH3:19])=[O:9])[CH:5]=[C:4]([C:11]2[N:12]([CH3:16])[N:13]=[CH:14][CH:15]=2)[N:3]=1, predict the reactants needed to synthesize it. (8) Given the product [S:1]1[C:5]2[CH:6]=[CH:7][CH:8]=[CH:9][C:4]=2[N:3]=[C:2]1[NH:10][C:11]([C:13]1[CH:14]=[CH:15][CH:16]=[C:17]2[C:22]=1[CH2:21][N:20]([C:23]1[S:24][C:25]([C:34]#[C:33][CH2:32][OH:35])=[C:26]([C:28]([O:30][CH3:36])=[O:29])[N:27]=1)[CH2:19][CH2:18]2)=[O:12], predict the reactants needed to synthesize it. The reactants are: [S:1]1[C:5]2[CH:6]=[CH:7][CH:8]=[CH:9][C:4]=2[N:3]=[C:2]1[NH:10][C:11]([C:13]1[CH:14]=[CH:15][CH:16]=[C:17]2[C:22]=1[CH2:21][N:20]([C:23]1[S:24][C:25](I)=[C:26]([C:28]([O-:30])=[O:29])[N:27]=1)[CH2:19][CH2:18]2)=[O:12].[CH2:32]([OH:35])[C:33]#[CH:34].[CH3:36]CN(C(C)C)C(C)C.